The task is: Predict which catalyst facilitates the given reaction.. This data is from Catalyst prediction with 721,799 reactions and 888 catalyst types from USPTO. Reactant: [Na+].[Na+].[NH2:3][C:4]1[CH:9]=[CH:8][C:7]([CH2:10][C:11]([O-:13])=[O:12])=[CH:6][C:5]=1[CH2:14][C:15]([O-:17])=[O:16].Cl[C:19]1[C:20]2[CH2:33][CH2:32][CH2:31][C:21]=2[N:22]=[C:23]([C:25]2[S:26][C:27]([F:30])=[CH:28][CH:29]=2)[N:24]=1.Cl. Product: [F:30][C:27]1[S:26][C:25]([C:23]2[N:24]=[C:19]([NH:3][C:4]3[CH:9]=[CH:8][C:7]([CH2:10][C:11]([OH:13])=[O:12])=[CH:6][C:5]=3[CH2:14][C:15]([OH:17])=[O:16])[C:20]3[CH2:33][CH2:32][CH2:31][C:21]=3[N:22]=2)=[CH:29][CH:28]=1. The catalyst class is: 6.